Dataset: NCI-60 drug combinations with 297,098 pairs across 59 cell lines. Task: Regression. Given two drug SMILES strings and cell line genomic features, predict the synergy score measuring deviation from expected non-interaction effect. Drug 1: C1CCC(CC1)NC(=O)N(CCCl)N=O. Drug 2: CC(C)(C#N)C1=CC(=CC(=C1)CN2C=NC=N2)C(C)(C)C#N. Cell line: SF-268. Synergy scores: CSS=17.1, Synergy_ZIP=6.18, Synergy_Bliss=1.09, Synergy_Loewe=0.602, Synergy_HSA=0.375.